From a dataset of Catalyst prediction with 721,799 reactions and 888 catalyst types from USPTO. Predict which catalyst facilitates the given reaction. Reactant: [Br:1][C:2]1[CH:3]=[C:4]2[C:9](=[CH:10][CH:11]=1)[C:8](=[O:12])[NH:7][C:6](=[O:13])/[C:5]/2=[CH:14]/OC.[CH3:17][N:18]([CH2:26][CH2:27][N:28]1[CH2:32][CH2:31][CH2:30][CH2:29]1)[C:19]1[CH:24]=[CH:23][C:22]([NH2:25])=[CH:21][CH:20]=1.C(O)(C(F)(F)F)=O.C(N(CC)CC)C. Product: [Br:1][C:2]1[CH:3]=[C:4]2[C:9](=[CH:10][CH:11]=1)[C:8](=[O:12])[NH:7][C:6](=[O:13])/[C:5]/2=[CH:14]\[NH:25][C:22]1[CH:23]=[CH:24][C:19]([N:18]([CH3:17])[CH2:26][CH2:27][N:28]2[CH2:32][CH2:31][CH2:30][CH2:29]2)=[CH:20][CH:21]=1. The catalyst class is: 9.